From a dataset of Full USPTO retrosynthesis dataset with 1.9M reactions from patents (1976-2016). Predict the reactants needed to synthesize the given product. (1) Given the product [C:18]([NH:21][S:22]([C:25]1[CH:30]=[CH:29][C:28]([NH:31][CH:4]=[C:5]2[C:16]3[C:8](=[CH:9][CH:10]=[C:11]4[C:15]=3[S:14][CH:13]=[N:12]4)[NH:7][C:6]2=[O:17])=[CH:27][CH:26]=1)(=[O:24])=[O:23])(=[O:20])[CH3:19], predict the reactants needed to synthesize it. The reactants are: C(O[CH:4]=[C:5]1[C:16]2[C:8](=[CH:9][CH:10]=[C:11]3[C:15]=2[S:14][CH:13]=[N:12]3)[NH:7][C:6]1=[O:17])C.[C:18]([NH:21][S:22]([C:25]1[CH:30]=[CH:29][C:28]([NH2:31])=[CH:27][CH:26]=1)(=[O:24])=[O:23])(=[O:20])[CH3:19]. (2) Given the product [CH:1]1([C:6]2[S:7][C:8]([C:11]3[CH:16]=[CH:15][CH:14]=[CH:13][C:12]=3[NH2:17])=[N:9][N:10]=2)[CH2:2][CH2:3][CH2:4][CH2:5]1, predict the reactants needed to synthesize it. The reactants are: [CH:1]1([C:6]2[S:7][C:8]([C:11]3[CH:16]=[CH:15][CH:14]=[CH:13][C:12]=3[N+:17]([O-])=O)=[N:9][N:10]=2)[CH2:5][CH2:4][CH2:3][CH2:2]1.[Cl-].[NH4+]. (3) Given the product [OH:25][C:19]1([CH2:18][N:17]2[C:2]([C:11]3[CH:16]=[CH:15][CH:14]=[CH:13][CH:12]=3)=[C:3]([C:4]([O:6][CH2:7][CH3:8])=[O:5])[N:9]=[CH:10]2)[CH2:24][CH2:23][CH2:22][CH2:21][CH2:20]1, predict the reactants needed to synthesize it. The reactants are: Br[C:2]([C:11]1[CH:16]=[CH:15][CH:14]=[CH:13][CH:12]=1)=[C:3]([N+:9]#[C-:10])[C:4]([O:6][CH2:7][CH3:8])=[O:5].[NH2:17][CH2:18][C:19]1([OH:25])[CH2:24][CH2:23][CH2:22][CH2:21][CH2:20]1.C(N(CC)C(C)C)(C)C.CN(C=O)C.